From a dataset of Peptide-MHC class II binding affinity with 134,281 pairs from IEDB. Regression. Given a peptide amino acid sequence and an MHC pseudo amino acid sequence, predict their binding affinity value. This is MHC class II binding data. (1) The peptide sequence is YDKFLANVSTVLTGD. The MHC is DRB1_0802 with pseudo-sequence DRB1_0802. The binding affinity (normalized) is 0.711. (2) The peptide sequence is EKKYFAATQFGPLAA. The MHC is DRB1_1602 with pseudo-sequence DRB1_1602. The binding affinity (normalized) is 0.689. (3) The peptide sequence is PDTIDFLIMRNLTNL. The MHC is DRB3_0101 with pseudo-sequence DRB3_0101. The binding affinity (normalized) is 0.224.